This data is from Forward reaction prediction with 1.9M reactions from USPTO patents (1976-2016). The task is: Predict the product of the given reaction. (1) Given the reactants [OH-].[Na+].[C:3]1([CH2:9][SH:10])[CH:8]=[CH:7][CH:6]=[CH:5][CH:4]=1.[Cl:11][CH2:12][CH2:13][N:14]([CH2:38][CH2:39][Cl:40])[P:15]([N:31]([CH2:35][CH2:36][Cl:37])[CH2:32][CH2:33][Cl:34])(=[O:30])[O:16][CH2:17][CH2:18]OS(C1C=CC(Br)=CC=1)(=O)=O.C1(C)C=CC=CC=1, predict the reaction product. The product is: [Cl:37][CH2:36][CH2:35][N:31]([P:15]([N:14]([CH2:13][CH2:12][Cl:11])[CH2:38][CH2:39][Cl:40])([O:16][CH2:17][CH2:18][S:10][CH2:9][C:3]1[CH:8]=[CH:7][CH:6]=[CH:5][CH:4]=1)=[O:30])[CH2:32][CH2:33][Cl:34]. (2) Given the reactants C(NCC)C.BrCC(C1C=CC=CC=1)=O.OS(O)(=O)=O.C([O:23][C:24](=[O:43])[C:25]1[CH:30]=[CH:29][C:28]([C:31](=[O:42])[CH2:32][CH2:33][C:34](=[O:41])[C:35]2[CH:40]=[CH:39][CH:38]=[CH:37][CH:36]=2)=[CH:27][CH:26]=1)C.[OH-].[K+].Cl, predict the reaction product. The product is: [O:41]=[C:34]([C:35]1[CH:40]=[CH:39][CH:38]=[CH:37][CH:36]=1)[CH2:33][CH2:32][C:31]([C:28]1[CH:29]=[CH:30][C:25]([C:24]([OH:43])=[O:23])=[CH:26][CH:27]=1)=[O:42]. (3) Given the reactants [N+:1]([C:4]1[CH:9]=[CH:8][C:7]([N:10]([C:20]2[CH:25]=[CH:24][C:23]([N+:26]([O-])=O)=[CH:22][CH:21]=2)[C:11]2[CH:16]=[CH:15][C:14]([N+:17]([O-])=O)=[CH:13][CH:12]=2)=[CH:6][CH:5]=1)([O-])=O.[Sn](Cl)Cl, predict the reaction product. The product is: [NH2:1][C:4]1[CH:9]=[CH:8][C:7]([N:10]([C:20]2[CH:25]=[CH:24][C:23]([NH2:26])=[CH:22][CH:21]=2)[C:11]2[CH:16]=[CH:15][C:14]([NH2:17])=[CH:13][CH:12]=2)=[CH:6][CH:5]=1. (4) The product is: [Si:2]([O:9][CH2:10][CH2:11][N:12]([C:26]1[CH:27]=[CH:28][CH:29]=[C:30]2[C:35]=1[N:34]=[CH:33][CH:32]=[CH:31]2)[C:13](=[O:25])[CH2:14][C:15]1[CH:16]=[CH:17][C:18]([C:19]([NH:37][OH:1])=[O:21])=[CH:23][CH:24]=1)([C:5]([CH3:7])([CH3:6])[CH3:8])([CH3:4])[CH3:3]. Given the reactants [OH2:1].[Si:2]([O:9][CH2:10][CH2:11][N:12]([C:26]1[CH:27]=[CH:28][CH:29]=[C:30]2[C:35]=1[N:34]=[CH:33][CH:32]=[CH:31]2)[C:13](=[O:25])[CH2:14][C:15]1[CH:24]=[CH:23][C:18]([C:19]([O:21]C)=O)=[CH:17][CH:16]=1)([C:5]([CH3:8])([CH3:7])[CH3:6])([CH3:4])[CH3:3].[C-]#[N:37].[K+].[NH4+].[Cl-].Cl, predict the reaction product.